Dataset: Reaction yield outcomes from USPTO patents with 853,638 reactions. Task: Predict the reaction yield, written as a fraction of the theoretical maximum amount of product (1.0 means a 100% yield; for example, 0.34 means a 34% yield). The reactants are [CH2:1]([N:8]1[C:13](=[O:14])[C:12]2[C:15](O)=[CH:16][C:17](=[O:20])[N:18]([CH3:19])[C:11]=2[N:10]=[CH:9]1)[C:2]1[CH:7]=[CH:6][CH:5]=[CH:4][CH:3]=1.O=P(Cl)(Cl)[Cl:24]. No catalyst specified. The product is [CH2:1]([N:8]1[C:13](=[O:14])[C:12]2[C:15]([Cl:24])=[CH:16][C:17](=[O:20])[N:18]([CH3:19])[C:11]=2[N:10]=[CH:9]1)[C:2]1[CH:7]=[CH:6][CH:5]=[CH:4][CH:3]=1. The yield is 0.940.